This data is from Reaction yield outcomes from USPTO patents with 853,638 reactions. The task is: Predict the reaction yield, written as a fraction of the theoretical maximum amount of product (1.0 means a 100% yield; for example, 0.34 means a 34% yield). (1) The reactants are [F:1][C:2]1[CH:7]=[CH:6][C:5]([N:8]2[C:12]([CH3:13])=[CH:11][C:10]([CH:14]=[O:15])=[C:9]2[CH3:16])=[C:4]([C:17]([F:20])([F:19])[F:18])[CH:3]=1.[O-:21][Mn](=O)(=O)=O.[K+].OO. The catalyst is CC(C)=O. The product is [F:1][C:2]1[CH:7]=[CH:6][C:5]([N:8]2[C:12]([CH3:13])=[CH:11][C:10]([C:14]([OH:21])=[O:15])=[C:9]2[CH3:16])=[C:4]([C:17]([F:20])([F:18])[F:19])[CH:3]=1. The yield is 0.620. (2) The reactants are Cl[CH:2]([C:8]1[CH:17]=[CH:16][C:15]([O:18][CH3:19])=[C:14]2[C:9]=1[CH:10]=[CH:11][C:12](=[O:21])[N:13]2[CH3:20])[C:3]([O:5]CC)=O.[NH2:22][C:23](N)=[S:24].C([O-])(=[O:28])C.[Na+]. The catalyst is COC(O)C. The product is [CH3:19][O:18][C:15]1[CH:16]=[CH:17][C:8]([CH:2]2[S:24][C:23](=[O:28])[NH:22][C:3]2=[O:5])=[C:9]2[C:14]=1[N:13]([CH3:20])[C:12](=[O:21])[CH:11]=[CH:10]2. The yield is 0.570. (3) The reactants are [CH3:1][C:2]1[C:7]([N+:8]([O-:10])=[O:9])=[CH:6][N:5]=[C:4]([NH2:11])[CH:3]=1.CO[CH:14]([N:17]([CH3:19])[CH3:18])OC. No catalyst specified. The product is [CH3:14][N:17]([CH3:19])/[CH:18]=[CH:1]/[C:2]1[C:7]([N+:8]([O-:10])=[O:9])=[CH:6][N:5]=[C:4]([N:11]=[CH:14][N:17]([CH3:19])[CH3:18])[CH:3]=1. The yield is 1.01. (4) The reactants are C(=O)([O-])[O-].[Na+].[Na+].[F:7][C:8]1[C:13]([F:14])=[C:12]([F:15])[CH:11]=[CH:10][C:9]=1[OH:16].[CH2:17](Br)[C:18]1[CH:23]=[CH:22][CH:21]=[CH:20][CH:19]=1. The catalyst is CC(C)=O. The product is [CH2:17]([O:16][C:9]1[CH:10]=[CH:11][C:12]([F:15])=[C:13]([F:14])[C:8]=1[F:7])[C:18]1[CH:23]=[CH:22][CH:21]=[CH:20][CH:19]=1. The yield is 0.900. (5) The reactants are [NH2:1][C:2]1[C:3]([O:18][CH3:19])=[C:4]([C:15]([NH2:17])=O)[CH:5]=[C:6]([C:9]2[CH:14]=[CH:13][CH:12]=[CH:11][CH:10]=2)[C:7]=1[F:8].C(N(CC)CC)C.[F:27][C:28]([F:39])([F:38])[C:29](O[C:29](=[O:30])[C:28]([F:39])([F:38])[F:27])=[O:30].O. The catalyst is O1CCCC1. The product is [C:15]([C:4]1[C:3]([O:18][CH3:19])=[C:2]([NH:1][C:29](=[O:30])[C:28]([F:39])([F:38])[F:27])[C:7]([F:8])=[C:6]([C:9]2[CH:14]=[CH:13][CH:12]=[CH:11][CH:10]=2)[CH:5]=1)#[N:17]. The yield is 0.940. (6) The reactants are [O:1]=[S:2]1(=[O:18])[N:7]([C:8]2[CH:16]=[CH:15][C:11]([C:12]([OH:14])=O)=[C:10]([F:17])[CH:9]=2)[CH2:6][CH2:5][O:4][CH2:3]1.[Cl:19][C:20]1[CH:26]=[CH:25][C:23]([NH2:24])=[CH:22][C:21]=1[C:27]1[CH:32]=[CH:31][CH:30]=[CH:29][N:28]=1.CN(C(ON1N=NC2C=CC=NC1=2)=[N+](C)C)C.F[P-](F)(F)(F)(F)F.CCN(C(C)C)C(C)C. The catalyst is CN(C=O)C.CCOC(C)=O. The product is [Cl:19][C:20]1[CH:26]=[CH:25][C:23]([NH:24][C:12](=[O:14])[C:11]2[CH:15]=[CH:16][C:8]([N:7]3[CH2:6][CH2:5][O:4][CH2:3][S:2]3(=[O:1])=[O:18])=[CH:9][C:10]=2[F:17])=[CH:22][C:21]=1[C:27]1[CH:32]=[CH:31][CH:30]=[CH:29][N:28]=1. The yield is 0.690. (7) The reactants are [Br:1][C:2]1[S:6][C:5]([C:7]([OH:9])=O)=[CH:4][CH:3]=1.C1CN([P+](Br)(N2CCCC2)N2CCCC2)CC1.F[P-](F)(F)(F)(F)F.C(N(C(C)C)CC)(C)C.[NH2:43][CH:44]([C:54]1[CH:59]=[CH:58][CH:57]=[CH:56][CH:55]=1)[CH2:45][NH:46][C:47](=[O:53])[O:48][C:49]([CH3:52])([CH3:51])[CH3:50]. The catalyst is C(Cl)Cl. The product is [Br:1][C:2]1[S:6][C:5]([C:7]([NH:43][CH:44]([C:54]2[CH:59]=[CH:58][CH:57]=[CH:56][CH:55]=2)[CH2:45][NH:46][C:47](=[O:53])[O:48][C:49]([CH3:52])([CH3:50])[CH3:51])=[O:9])=[CH:4][CH:3]=1. The yield is 0.620.